Dataset: Catalyst prediction with 721,799 reactions and 888 catalyst types from USPTO. Task: Predict which catalyst facilitates the given reaction. (1) Reactant: OS(O)(=O)=O.[OH:6][C:7]1[CH:15]=[CH:14][C:13]([N+:16]([O-:18])=[O:17])=[CH:12][C:8]=1[C:9]([OH:11])=[O:10].[CH3:19]O. Product: [OH:6][C:7]1[CH:15]=[CH:14][C:13]([N+:16]([O-:18])=[O:17])=[CH:12][C:8]=1[C:9]([O:11][CH3:19])=[O:10]. The catalyst class is: 25. (2) Reactant: C(OC([N:8]1[CH2:13][CH2:12][CH:11]([O:14][C:15]2[CH:16]=[CH:17][C:18]3[CH:22]([CH2:23][C:24]([OH:26])=[O:25])[O:21][B:20]([OH:27])[C:19]=3[CH:28]=2)[CH2:10][CH2:9]1)=O)(C)(C)C.Cl. Product: [OH:27][B:20]1[C:19]2[CH:28]=[C:15]([O:14][CH:11]3[CH2:10][CH2:9][NH:8][CH2:13][CH2:12]3)[CH:16]=[CH:17][C:18]=2[CH:22]([CH2:23][C:24]([OH:26])=[O:25])[O:21]1. The catalyst class is: 12. (3) Reactant: Cl[CH2:2][C:3]1[CH:12]=[CH:11][C:10]2[C:5](=[CH:6][CH:7]=[CH:8][CH:9]=2)[N:4]=1.CCN(C(C)C)C(C)C.[NH:22]1[C:30]2[C:25](=[C:26]([N:31]3[CH2:36][CH2:35][NH:34][CH2:33][CH2:32]3)[CH:27]=[CH:28][CH:29]=2)[CH:24]=[CH:23]1. Product: [NH:22]1[C:30]2[C:25](=[C:26]([N:31]3[CH2:36][CH2:35][N:34]([CH2:2][C:3]4[CH:12]=[CH:11][C:10]5[C:5](=[CH:6][CH:7]=[CH:8][CH:9]=5)[N:4]=4)[CH2:33][CH2:32]3)[CH:27]=[CH:28][CH:29]=2)[CH:24]=[CH:23]1. The catalyst class is: 18. (4) Reactant: [CH2:1]([O:3][C:4]([C:6]1[N:11]=[C:10]2[CH:12]=[CH:13][NH:14][C:9]2=[CH:8][C:7]=1[Cl:15])=[O:5])[CH3:2].C(=O)([O-])[O-].[Cs+].[Cs+].[F:22][CH:23]([F:26])[CH2:24]I.[NH4+].[Cl-]. Product: [CH2:1]([O:3][C:4]([C:6]1[N:11]=[C:10]2[CH:12]=[CH:13][N:14]([CH2:24][CH:23]([F:26])[F:22])[C:9]2=[CH:8][C:7]=1[Cl:15])=[O:5])[CH3:2]. The catalyst class is: 589. (5) Reactant: [N:1]#[C:2][NH2:3].[CH3:4][N:5]([C:12]1[S:13][C:14]([C:17]2[CH:18]=[N:19][CH:20]=[CH:21][CH:22]=2)=[N:15][N:16]=1)[C:6](=[O:11])[CH2:7][CH2:8]SC.C(O)(=O)C.C(O)(=O)C.IC1C=CC=CC=1. Product: [C:2]([NH:3][CH2:8][CH2:7][C:6]([N:5]([CH3:4])[C:12]1[S:13][C:14]([C:17]2[CH:18]=[N:19][CH:20]=[CH:21][CH:22]=2)=[N:15][N:16]=1)=[O:11])#[N:1]. The catalyst class is: 1. (6) Reactant: [C:1]([CH2:3][C:4]1[CH:5]=[C:6]([CH:11]=[CH:12][CH:13]=1)[C:7]([O:9][CH3:10])=[O:8])#[N:2].[H-].[Na+].Br[CH2:17][CH2:18]Cl. Product: [C:1]([C:3]1([C:4]2[CH:5]=[C:6]([CH:11]=[CH:12][CH:13]=2)[C:7]([O:9][CH3:10])=[O:8])[CH2:18][CH2:17]1)#[N:2]. The catalyst class is: 16.